From a dataset of Reaction yield outcomes from USPTO patents with 853,638 reactions. Predict the reaction yield, written as a fraction of the theoretical maximum amount of product (1.0 means a 100% yield; for example, 0.34 means a 34% yield). The reactants are [CH3:1][N:2]1[CH2:7][CH2:6][CH:5]([N:8]2[C:16](=O)[C:15]3[CH:14]=[C:13]4[NH:18][C:19]([C:21]5[C:22](=[O:41])[NH:23][CH:24]=[CH:25][C:26]=5[NH:27][C@@H:28]([CH3:40])[CH2:29][C:30]5[C:35]([F:36])=[C:34]([F:37])[CH:33]=[C:32]([F:38])[C:31]=5[F:39])=[N:20][C:12]4=[CH:11][C:10]=3[C:9]2=[O:42])[CH2:4][CH2:3]1. The catalyst is C(O)(=O)C.[Zn]. The product is [CH3:1][N:2]1[CH2:7][CH2:6][CH:5]([N:8]2[CH2:16][C:15]3[CH:14]=[C:13]4[N:18]=[C:19]([C:21]5[C:22](=[O:41])[NH:23][CH:24]=[CH:25][C:26]=5[NH:27][C@@H:28]([CH3:40])[CH2:29][C:30]5[C:31]([F:39])=[C:32]([F:38])[CH:33]=[C:34]([F:37])[C:35]=5[F:36])[NH:20][C:12]4=[CH:11][C:10]=3[C:9]2=[O:42])[CH2:4][CH2:3]1. The yield is 0.137.